Dataset: HIV replication inhibition screening data with 41,000+ compounds from the AIDS Antiviral Screen. Task: Binary Classification. Given a drug SMILES string, predict its activity (active/inactive) in a high-throughput screening assay against a specified biological target. (1) The drug is O=C(O)COc1ccc(C(=O)C(SSC(C(=O)c2ccc(OCC(=O)O)c(Cl)c2Cl)=C2C=C(c3ccc(Br)cc3)SS2)=C2C=C(c3ccc(Br)cc3)SS2)c(Cl)c1Cl. The result is 0 (inactive). (2) The molecule is O=c1ccn(C2OC(CN(O)CCC3C(O)C(CO)OC3n3ccc(=O)[nH]c3=O)C(O)C2O)c(=O)[nH]1. The result is 0 (inactive). (3) The compound is [O-][Cl+3]([O-])([O-])O.c1ccc2c(c1)[nH]c1cc[s+]cc12. The result is 0 (inactive).